Dataset: Peptide-MHC class I binding affinity with 185,985 pairs from IEDB/IMGT. Task: Regression. Given a peptide amino acid sequence and an MHC pseudo amino acid sequence, predict their binding affinity value. This is MHC class I binding data. (1) The peptide sequence is PRFGSCYFL. The MHC is HLA-A02:01 with pseudo-sequence HLA-A02:01. The binding affinity (normalized) is 0.0847. (2) The peptide sequence is MIYELCTFR. The MHC is HLA-A02:01 with pseudo-sequence HLA-A02:01. The binding affinity (normalized) is 0.0847. (3) The peptide sequence is GLAMGIMILK. The MHC is HLA-A03:01 with pseudo-sequence HLA-A03:01. The binding affinity (normalized) is 0.720.